Dataset: Full USPTO retrosynthesis dataset with 1.9M reactions from patents (1976-2016). Task: Predict the reactants needed to synthesize the given product. (1) Given the product [CH2:3]([O:5][C:6](=[O:31])[C:7]1[CH:8]=[CH:9][C:10]([O:13][C@H:14]2[CH2:15][CH2:16][C@@H:17]([NH:20][C:28]([NH:41][C:38]3[CH:39]=[CH:40][C:35]([O:34][C:33]([F:32])([F:44])[F:45])=[CH:36][CH:37]=3)=[O:29])[CH2:18][CH2:19]2)=[CH:11][CH:12]=1)[CH3:4], predict the reactants needed to synthesize it. The reactants are: NN.[CH2:3]([O:5][C:6](=[O:31])[C:7]1[CH:12]=[CH:11][C:10]([O:13][C@H:14]2[CH2:19][CH2:18][C@@H:17]([N:20]3[C:28](=[O:29])C4C(=CC=CC=4)C3=O)[CH2:16][CH2:15]2)=[CH:9][CH:8]=1)[CH3:4].[F:32][C:33]([F:45])([F:44])[O:34][C:35]1[CH:40]=[CH:39][C:38]([N:41]=C=O)=[CH:37][CH:36]=1.C(N(CC)CC)C. (2) Given the product [CH3:23][N:18]1[C:17]2[CH:24]=[CH:25][C:14]([N:10]3[CH2:9][C@H:8]([CH2:7][NH:6][C:2](=[O:3])[O:4][CH3:5])[O:12][C:11]3=[O:13])=[CH:15][C:16]=2[CH2:21][O:20][C:19]1=[O:22], predict the reactants needed to synthesize it. The reactants are: Cl[C:2]([O:4][CH3:5])=[O:3].[NH2:6][CH2:7][C@@H:8]1[O:12][C:11](=[O:13])[N:10]([C:14]2[CH:25]=[CH:24][C:17]3[N:18]([CH3:23])[C:19](=[O:22])[O:20][CH2:21][C:16]=3[CH:15]=2)[CH2:9]1.C(N(CC)C(C)C)(C)C. (3) The reactants are: Br[CH:2]([C:4]1[C:13]([Cl:14])=[N:12][CH:11]=[CH:10][C:5]=1[C:6]([O:8]C)=O)[CH3:3].Cl.[Cl:16][C:17]1[CH:18]=[C:19]([CH2:28][NH2:29])[CH:20]=[N:21][C:22]=1[O:23][CH2:24][CH:25]([F:27])[F:26]. Given the product [Cl:14][C:13]1[C:4]2[CH:2]([CH3:3])[N:29]([CH2:28][C:19]3[CH:20]=[N:21][C:22]([O:23][CH2:24][CH:25]([F:26])[F:27])=[C:17]([Cl:16])[CH:18]=3)[C:6](=[O:8])[C:5]=2[CH:10]=[CH:11][N:12]=1, predict the reactants needed to synthesize it. (4) Given the product [Br:1][C:2]1[CH:3]=[C:4]([C:8]23[CH2:17][CH2:16][O:15][CH2:14][CH:13]2[CH2:12][S:11][C:10]([NH:18][C:24](=[O:25])[O:23][C:19]([CH3:22])([CH3:21])[CH3:20])=[N:9]3)[CH:5]=[CH:6][CH:7]=1, predict the reactants needed to synthesize it. The reactants are: [Br:1][C:2]1[CH:3]=[C:4]([C:8]23[CH2:17][CH2:16][O:15][CH2:14][CH:13]2[CH2:12][S:11][C:10]([NH2:18])=[N:9]3)[CH:5]=[CH:6][CH:7]=1.[C:19]([O:23][C:24](O[C:24]([O:23][C:19]([CH3:22])([CH3:21])[CH3:20])=[O:25])=[O:25])([CH3:22])([CH3:21])[CH3:20].O. (5) The reactants are: [CH3:1][CH:2]([CH3:19])[C:3]([NH:5][C:6]1[CH:11]=[CH:10][C:9]([CH3:12])=[C:8]([CH:13]2[CH2:18][CH2:17][NH:16][CH2:15][CH2:14]2)[CH:7]=1)=[O:4].[F:20][C:21]1[CH:26]=[CH:25][C:24]([S:27][C:28]2[CH:35]=[CH:34][C:31]([CH:32]=O)=[CH:30][CH:29]=2)=[CH:23][CH:22]=1.C(O)(=O)C.[Na].C([O-])(O)=O.[Na+]. Given the product [F:20][C:21]1[CH:22]=[CH:23][C:24]([S:27][C:28]2[CH:35]=[CH:34][C:31]([CH2:32][N:16]3[CH2:17][CH2:18][CH:13]([C:8]4[CH:7]=[C:6]([NH:5][C:3](=[O:4])[CH:2]([CH3:19])[CH3:1])[CH:11]=[CH:10][C:9]=4[CH3:12])[CH2:14][CH2:15]3)=[CH:30][CH:29]=2)=[CH:25][CH:26]=1, predict the reactants needed to synthesize it. (6) Given the product [F:21][C:22]([F:35])([F:34])[S:23]([O:14][C:3]1[C:2]([CH3:1])=[CH:10][C:9]([N+:11]([O-:13])=[O:12])=[C:8]2[C:4]=1[CH2:5][CH2:6][CH2:7]2)(=[O:25])=[O:24], predict the reactants needed to synthesize it. The reactants are: [CH3:1][C:2]1[CH:10]=[C:9]([N+:11]([O-:13])=[O:12])[C:8]2[CH2:7][CH2:6][CH2:5][C:4]=2[C:3]=1[OH:14].N1C=CC=CC=1.[F:21][C:22]([F:35])([F:34])[S:23](O[S:23]([C:22]([F:35])([F:34])[F:21])(=[O:25])=[O:24])(=[O:25])=[O:24].Cl. (7) Given the product [Cl:22][C:17]1[CH:16]=[C:15]([CH:20]=[CH:19][C:18]=1[Cl:21])[O:14][CH:11]1[CH2:10][CH2:9][N:8]([CH2:7][CH:6]([OH:23])[CH2:5][O:4][C:3]2[CH:24]=[CH:25][CH:26]=[CH:27][C:2]=2[NH:1][C:34]([CH2:35][CH:29]([CH3:28])[CH2:30][C:31]([OH:33])=[O:32])=[O:36])[CH2:13][CH2:12]1, predict the reactants needed to synthesize it. The reactants are: [NH2:1][C:2]1[CH:27]=[CH:26][CH:25]=[CH:24][C:3]=1[O:4][CH2:5][CH:6]([OH:23])[CH2:7][N:8]1[CH2:13][CH2:12][CH:11]([O:14][C:15]2[CH:20]=[CH:19][C:18]([Cl:21])=[C:17]([Cl:22])[CH:16]=2)[CH2:10][CH2:9]1.[CH3:28][CH:29]1[CH2:35][C:34](=[O:36])[O:33][C:31](=[O:32])[CH2:30]1.[Li+].[OH-]. (8) Given the product [Si:27]([O:17][C:14]1[CH:15]=[CH:16][C:11]([C:10]2[C:3]3[C:4](=[N:5][CH:6]=[N:7][C:2]=3[NH2:1])[NH:8][N:9]=2)=[CH:12][CH:13]=1)([C:24]([CH3:26])([CH3:25])[CH3:23])([CH3:29])[CH3:28], predict the reactants needed to synthesize it. The reactants are: [NH2:1][C:2]1[N:7]=[CH:6][N:5]=[C:4]2[NH:8][N:9]=[C:10]([C:11]3[CH:16]=[CH:15][C:14]([OH:17])=[CH:13][CH:12]=3)[C:3]=12.N1C=CN=C1.[CH3:23][C:24]([Si:27](Cl)([CH3:29])[CH3:28])([CH3:26])[CH3:25]. (9) The reactants are: [CH2:1]([O:8][C:9]([N:11]1[CH2:16][CH:15]=[C:14]([O:17][Si](C)(C)C)[CH2:13][CH2:12]1)=[O:10])[C:2]1[CH:7]=[CH:6][CH:5]=[CH:4][CH:3]=1.[B-](F)(F)(F)[F:23].[B-](F)(F)(F)F.C1[N+]2(CCl)CC[N+](F)(CC2)C1. Given the product [CH2:1]([O:8][C:9]([N:11]1[CH2:16][CH2:15][C:14](=[O:17])[CH:13]([F:23])[CH2:12]1)=[O:10])[C:2]1[CH:7]=[CH:6][CH:5]=[CH:4][CH:3]=1, predict the reactants needed to synthesize it.